The task is: Regression. Given two drug SMILES strings and cell line genomic features, predict the synergy score measuring deviation from expected non-interaction effect.. This data is from NCI-60 drug combinations with 297,098 pairs across 59 cell lines. (1) Drug 1: CC1=C(C(CCC1)(C)C)C=CC(=CC=CC(=CC(=O)O)C)C. Drug 2: COC1=C2C(=CC3=C1OC=C3)C=CC(=O)O2. Cell line: RPMI-8226. Synergy scores: CSS=49.8, Synergy_ZIP=0.498, Synergy_Bliss=-1.99, Synergy_Loewe=-26.1, Synergy_HSA=-5.54. (2) Drug 1: CC12CCC3C(C1CCC2O)C(CC4=C3C=CC(=C4)O)CCCCCCCCCS(=O)CCCC(C(F)(F)F)(F)F. Drug 2: C1CN(CCN1C(=O)CCBr)C(=O)CCBr. Cell line: U251. Synergy scores: CSS=7.02, Synergy_ZIP=-5.52, Synergy_Bliss=-2.27, Synergy_Loewe=-14.6, Synergy_HSA=-4.81. (3) Drug 1: C1C(C(OC1N2C=NC3=C(N=C(N=C32)Cl)N)CO)O. Drug 2: C1CC(=O)NC(=O)C1N2C(=O)C3=CC=CC=C3C2=O. Cell line: NCI/ADR-RES. Synergy scores: CSS=52.0, Synergy_ZIP=0.529, Synergy_Bliss=-0.478, Synergy_Loewe=-35.8, Synergy_HSA=-1.67. (4) Drug 1: CC1C(C(CC(O1)OC2CC(OC(C2O)C)OC3=CC4=CC5=C(C(=O)C(C(C5)C(C(=O)C(C(C)O)O)OC)OC6CC(C(C(O6)C)O)OC7CC(C(C(O7)C)O)OC8CC(C(C(O8)C)O)(C)O)C(=C4C(=C3C)O)O)O)O. Drug 2: CC1=C(N=C(N=C1N)C(CC(=O)N)NCC(C(=O)N)N)C(=O)NC(C(C2=CN=CN2)OC3C(C(C(C(O3)CO)O)O)OC4C(C(C(C(O4)CO)O)OC(=O)N)O)C(=O)NC(C)C(C(C)C(=O)NC(C(C)O)C(=O)NCCC5=NC(=CS5)C6=NC(=CS6)C(=O)NCCC[S+](C)C)O. Cell line: UACC62. Synergy scores: CSS=55.8, Synergy_ZIP=-3.36, Synergy_Bliss=-1.44, Synergy_Loewe=-17.2, Synergy_HSA=-1.29. (5) Drug 2: C1CCC(C(C1)N)N.C(=O)(C(=O)[O-])[O-].[Pt+4]. Synergy scores: CSS=80.2, Synergy_ZIP=6.74, Synergy_Bliss=6.43, Synergy_Loewe=-2.27, Synergy_HSA=9.31. Drug 1: CC1=C(C=C(C=C1)NC(=O)C2=CC=C(C=C2)CN3CCN(CC3)C)NC4=NC=CC(=N4)C5=CN=CC=C5. Cell line: K-562. (6) Drug 1: C(=O)(N)NO. Drug 2: C#CCC(CC1=CN=C2C(=N1)C(=NC(=N2)N)N)C3=CC=C(C=C3)C(=O)NC(CCC(=O)O)C(=O)O. Cell line: LOX IMVI. Synergy scores: CSS=41.3, Synergy_ZIP=0.323, Synergy_Bliss=-0.0556, Synergy_Loewe=-74.3, Synergy_HSA=-0.361. (7) Drug 1: CC1=C(C(CCC1)(C)C)C=CC(=CC=CC(=CC(=O)O)C)C. Drug 2: CC1C(C(CC(O1)OC2CC(OC(C2O)C)OC3=CC4=CC5=C(C(=O)C(C(C5)C(C(=O)C(C(C)O)O)OC)OC6CC(C(C(O6)C)O)OC7CC(C(C(O7)C)O)OC8CC(C(C(O8)C)O)(C)O)C(=C4C(=C3C)O)O)O)O. Cell line: M14. Synergy scores: CSS=56.8, Synergy_ZIP=2.42, Synergy_Bliss=4.11, Synergy_Loewe=-27.6, Synergy_HSA=0.966. (8) Drug 1: CCN(CC)CCNC(=O)C1=C(NC(=C1C)C=C2C3=C(C=CC(=C3)F)NC2=O)C. Drug 2: C1CC(CNC1)C2=CC=C(C=C2)N3C=C4C=CC=C(C4=N3)C(=O)N. Cell line: HCT116. Synergy scores: CSS=80.5, Synergy_ZIP=3.71, Synergy_Bliss=2.60, Synergy_Loewe=-0.813, Synergy_HSA=7.92.